Dataset: Full USPTO retrosynthesis dataset with 1.9M reactions from patents (1976-2016). Task: Predict the reactants needed to synthesize the given product. Given the product [NH2:2][CH2:1][CH:3]1[CH2:8][C:7]([F:10])([F:9])[CH2:6][CH2:5][N:4]1[C:11]([O:13][C:14]([CH3:17])([CH3:16])[CH3:15])=[O:12], predict the reactants needed to synthesize it. The reactants are: [C:1]([CH:3]1[CH2:8][C:7]([F:10])([F:9])[CH2:6][CH2:5][N:4]1[C:11]([O:13][C:14]([CH3:17])([CH3:16])[CH3:15])=[O:12])#[N:2].